This data is from Peptide-MHC class II binding affinity with 134,281 pairs from IEDB. The task is: Regression. Given a peptide amino acid sequence and an MHC pseudo amino acid sequence, predict their binding affinity value. This is MHC class II binding data. The MHC is HLA-DPA10201-DPB10101 with pseudo-sequence HLA-DPA10201-DPB10101. The binding affinity (normalized) is 0.0929. The peptide sequence is RRTGNIQIRLPWYSY.